Dataset: Forward reaction prediction with 1.9M reactions from USPTO patents (1976-2016). Task: Predict the product of the given reaction. (1) Given the reactants C(N(C(C)C)C(C)C)C.[CH3:10][C:11]1[C:12]([N:17]([CH2:40][O:41][CH2:42][CH2:43][O:44][CH3:45])[S:18]([C:21]2[S:22][C:23]([CH3:39])=[CH:24][C:25]=2[C:26]2[CH:31]=[CH:30][C:29]([CH2:32][OH:33])=[CH:28][C:27]=2[O:34][CH2:35][CH:36]([CH3:38])[CH3:37])(=[O:20])=[O:19])=[N:13][O:14][C:15]=1[CH3:16].[CH3:46][S:47](Cl)(=[O:49])=[O:48], predict the reaction product. The product is: [CH3:10][C:11]1[C:12]([N:17]([CH2:40][O:41][CH2:42][CH2:43][O:44][CH3:45])[S:18]([C:21]2[S:22][C:23]([CH3:39])=[CH:24][C:25]=2[C:26]2[CH:31]=[CH:30][C:29]([CH2:32][O:33][S:47]([CH3:46])(=[O:49])=[O:48])=[CH:28][C:27]=2[O:34][CH2:35][CH:36]([CH3:38])[CH3:37])(=[O:20])=[O:19])=[N:13][O:14][C:15]=1[CH3:16]. (2) The product is: [Cl:1][C:2]1[N:7]=[C:6]([NH:11][C:12]2[S:13][CH:14]=[CH:15][N:16]=2)[CH:5]=[C:4]([CH3:9])[N:3]=1. Given the reactants [Cl:1][C:2]1[N:7]=[C:6](Cl)[CH:5]=[C:4]([CH2:9]C)[N:3]=1.[NH2:11][C:12]1[S:13][CH:14]=[CH:15][N:16]=1.C(=O)([O-])[O-].[Cs+].[Cs+].CC1(C)C2C=CC=C(P(C3C=CC=CC=3)C3C=CC=CC=3)C=2OC2C1=CC=CC=2P(C1C=CC=CC=1)C1C=CC=CC=1, predict the reaction product. (3) Given the reactants [CH3:1][O:2][C:3]1[CH:29]=[CH:28][C:6]([CH2:7][NH:8][C:9]2[N:17]=[C:16]([NH:18][CH2:19][CH2:20][CH2:21][OH:22])[N:15]=[C:14]3[C:10]=2[NH:11][C:12]([NH:23][CH2:24][CH2:25][CH2:26][OH:27])=[N:13]3)=[CH:5][CH:4]=1.[CH2:30](Br)[CH:31]=[CH2:32].C(=O)([O-])[O-].[K+].[K+], predict the reaction product. The product is: [CH3:1][O:2][C:3]1[CH:4]=[CH:5][C:6]([CH2:7][NH:8][C:9]2[N:17]=[C:16]([NH:18][CH2:19][CH2:20][CH2:21][OH:22])[N:15]=[C:14]3[C:10]=2[N:11]=[C:12]([NH:23][CH2:24][CH2:25][CH2:26][OH:27])[N:13]3[CH:31]([CH3:32])[CH3:30])=[CH:28][CH:29]=1. (4) Given the reactants [CH:1]1([C:6]([O:8]N2C(=O)CCC2=O)=O)[CH2:5][CH:4]=[CH:3][CH2:2]1.[CH2:16]([NH2:24])[CH2:17][C:18]1[CH:23]=[CH:22][CH:21]=[CH:20][CH:19]=1, predict the reaction product. The product is: [CH2:16]([NH:24][C:6]([CH:1]1[CH2:2][CH:3]=[CH:4][CH2:5]1)=[O:8])[CH2:17][C:18]1[CH:23]=[CH:22][CH:21]=[CH:20][CH:19]=1.